Dataset: Forward reaction prediction with 1.9M reactions from USPTO patents (1976-2016). Task: Predict the product of the given reaction. (1) Given the reactants C(=O)([O-])[O-].[K+].[K+].[Cl:7][C:8]1[CH:9]=[C:10]([C:16]([F:19])([F:18])[F:17])[CH:11]=[C:12]([Cl:15])[C:13]=1F.[CH3:20][N:21]([CH3:24])C=O, predict the reaction product. The product is: [Cl:7][C:8]1[CH:9]=[C:10]([C:16]([F:19])([F:18])[F:17])[CH:11]=[C:12]([Cl:15])[C:13]=1[N:21]1[C:24]2[C:9](=[CH:8][CH:13]=[CH:12][CH:11]=2)[CH:10]=[CH:20]1. (2) Given the reactants [Br:1][C:2]1[CH:7]=[CH:6][C:5]([C:8]([C:10]2[CH:15]=[CH:14][C:13]([O:16][CH3:17])=[CH:12][CH:11]=2)=O)=[CH:4][CH:3]=1.C([SiH](CC)CC)C.[OH-].[Na+], predict the reaction product. The product is: [CH3:17][O:16][C:13]1[CH:12]=[CH:11][C:10]([CH2:8][C:5]2[CH:6]=[CH:7][C:2]([Br:1])=[CH:3][CH:4]=2)=[CH:15][CH:14]=1. (3) Given the reactants Br[C:2]1[CH:7]=[CH:6][C:5]([S:8]([NH:11][CH:12]2[CH2:17][CH2:16][CH2:15][CH2:14][CH2:13]2)(=[O:10])=[O:9])=[CH:4][CH:3]=1.[C:18]([C:20]1[N:24]([CH3:25])[C:23](B(O)O)=[CH:22][CH:21]=1)#[N:19].[F-].[K+].C(P(C(C)(C)C)C(C)(C)C)(C)(C)C, predict the reaction product. The product is: [C:18]([C:20]1[N:24]([CH3:25])[C:23]([C:2]2[CH:7]=[CH:6][C:5]([S:8]([NH:11][CH:12]3[CH2:17][CH2:16][CH2:15][CH2:14][CH2:13]3)(=[O:10])=[O:9])=[CH:4][CH:3]=2)=[CH:22][CH:21]=1)#[N:19]. (4) The product is: [F:25][C:26]1[CH:48]=[C:47]([F:49])[CH:46]=[CH:45][C:27]=1[CH2:28][N:29]1[CH2:33][CH2:32][N:31]([C:34]2[CH:35]=[C:36]([CH:41]=[CH:42][N:43]=2)[C:37]([NH:7][CH2:6][C:5]2[CH:23]=[CH:24][C:2]([F:1])=[CH:3][CH:4]=2)=[O:38])[C:30]1=[O:44]. Given the reactants [F:1][C:2]1[CH:24]=[CH:23][C:5]([CH2:6][N:7]2CCN(C3C=C(C=CN=3)C(OC)=O)C2=O)=[CH:4][CH:3]=1.[F:25][C:26]1[CH:48]=[C:47]([F:49])[CH:46]=[CH:45][C:27]=1[CH2:28][N:29]1[CH2:33][CH2:32][N:31]([C:34]2[CH:35]=[C:36]([CH:41]=[CH:42][N:43]=2)[C:37](OC)=[O:38])[C:30]1=[O:44].FC1C=CC(CN)=CC=1, predict the reaction product. (5) Given the reactants [CH2:1]([P:3](=[O:20])([O:12][C:13]1[CH:18]=[CH:17][CH:16]=[CH:15][C:14]=1[Cl:19])[O:4][C:5]1[CH:10]=[CH:9][CH:8]=[CH:7][C:6]=1[Cl:11])[CH3:2].[CH2:21](P(Cl)(Cl)=O)[CH2:22][CH2:23][CH2:24]CC, predict the reaction product. The product is: [CH2:1]([P:3](=[O:20])([O:12][C:13]1[CH:18]=[CH:17][CH:16]=[CH:15][C:14]=1[Cl:19])[O:4][C:5]1[CH:10]=[CH:9][CH:8]=[CH:7][C:6]=1[Cl:11])[CH2:2][CH2:21][CH2:22][CH2:23][CH3:24]. (6) Given the reactants Cl.[NH2:2][C:3]1[C:4]2[C:14]([O:15][CH2:16][C:17]([NH2:20])([CH3:19])[CH3:18])=[CH:13][CH:12]=[CH:11][C:5]=2[NH:6][S:7](=[O:10])(=[O:9])[N:8]=1.[C:21]([C:23]1[CH:24]=[C:25]([CH:29]=[CH:30][N:31]=1)[C:26](O)=[O:27])#[N:22], predict the reaction product. The product is: [NH2:2][C:3]1[C:4]2[C:14]([O:15][CH2:16][C:17]([NH:20][C:26](=[O:27])[C:25]3[CH:29]=[CH:30][N:31]=[C:23]([C:21]#[N:22])[CH:24]=3)([CH3:18])[CH3:19])=[CH:13][CH:12]=[CH:11][C:5]=2[NH:6][S:7](=[O:10])(=[O:9])[N:8]=1. (7) Given the reactants [C@H:1]12[CH2:6][C@H:5]1[CH2:4][C@@H:3]([CH2:7][NH:8][C:9]([C:11]1[N:18]3[C:14]([S:15][CH:16]=[CH:17]3)=[N:13][C:12]=1[CH3:19])=[O:10])[NH:2]2.[N:20]1([C:25]2[CH:33]=[CH:32][CH:31]=[CH:30][C:26]=2[C:27](O)=[O:28])[CH:24]=[CH:23][CH:22]=[N:21]1, predict the reaction product. The product is: [N:20]1([C:25]2[CH:33]=[CH:32][CH:31]=[CH:30][C:26]=2[C:27]([N:2]2[C@H:3]([CH2:7][NH:8][C:9]([C:11]3[N:18]4[C:14]([S:15][CH:16]=[CH:17]4)=[N:13][C:12]=3[CH3:19])=[O:10])[CH2:4][C@H:5]3[C@@H:1]2[CH2:6]3)=[O:28])[CH:24]=[CH:23][CH:22]=[N:21]1. (8) The product is: [ClH:1].[ClH:26].[Cl:26][C:27]1[CH:32]=[C:31]([C:2]2[N:3]=[C:4]3[C:9](=[CH:10][CH:11]=2)[N:8]=[CH:7][C:6]([C:12](=[O:14])[CH3:13])=[C:5]3[NH:15][C@H:16]2[CH2:17][CH2:18][C@H:19]([CH2:22][N:23]([CH3:24])[CH3:25])[CH2:20][CH2:21]2)[CH:30]=[C:29]([O:42][CH3:43])[C:28]=1[OH:44]. Given the reactants [Cl:1][C:2]1[N:3]=[C:4]2[C:9](=[CH:10][CH:11]=1)[N:8]=[CH:7][C:6]([C:12](=[O:14])[CH3:13])=[C:5]2[NH:15][C@H:16]1[CH2:21][CH2:20][C@H:19]([CH2:22][N:23]([CH3:25])[CH3:24])[CH2:18][CH2:17]1.[Cl:26][C:27]1[CH:32]=[C:31](B2OC(C)(C)C(C)(C)O2)[CH:30]=[C:29]([O:42][CH3:43])[C:28]=1[OH:44].C1(N)C(F)=C(F)C(F)=C(N)C=1F.Cl.Cl, predict the reaction product. (9) Given the reactants [CH3:1][O:2][C:3]([C:5]1[CH:10]=[CH:9][C:8]([C:11]2[C:12]([CH3:42])([CH3:41])[C@H:13]3[C@:26]([CH3:29])([CH2:27][CH:28]=2)[C@@H:25]2[C@:16]([CH3:40])([C@@:17]4([CH3:39])[CH:22]([CH2:23][CH2:24]2)[C@H:21]2[C@H:30]([C:33]([CH3:35])=[CH2:34])[CH2:31][CH2:32][C@:20]2([C:36]([OH:38])=O)[CH2:19][CH2:18]4)[CH2:15][CH2:14]3)=[CH:7][CH:6]=1)=[O:4].C(Cl)(=O)C([Cl:46])=O, predict the reaction product. The product is: [Cl:46][C:36]([C@:20]12[CH2:32][CH2:31][C@@H:30]([C:33]([CH3:35])=[CH2:34])[C@@H:21]1[C@@H:22]1[C@@:17]([CH3:39])([CH2:18][CH2:19]2)[C@@:16]2([CH3:40])[C@@H:25]([C@:26]3([CH3:29])[C@@H:13]([CH2:14][CH2:15]2)[C:12]([CH3:41])([CH3:42])[C:11]([C:8]2[CH:9]=[CH:10][C:5]([C:3]([O:2][CH3:1])=[O:4])=[CH:6][CH:7]=2)=[CH:28][CH2:27]3)[CH2:24][CH2:23]1)=[O:38]. (10) Given the reactants [O:1]1[CH2:6][CH2:5][CH:4]=[C:3](B2OC(C)(C)C(C)(C)O2)[CH2:2]1.[NH2:16][C:17]1[O:18][CH2:19][CH2:20][C@:21]2([C:35]3[C:30](=[N:31][CH:32]=[C:33](Br)[CH:34]=3)[O:29][C:28]3[C:23]2=[CH:24][C:25]([NH:37][C:38](=[O:46])[C:39]2[CH:44]=[CH:43][C:42]([Cl:45])=[CH:41][N:40]=2)=[CH:26][CH:27]=3)[N:22]=1.P([O-])([O-])([O-])=O.[K+].[K+].[K+], predict the reaction product. The product is: [NH2:16][C:17]1[O:18][CH2:19][CH2:20][C@:21]2([C:35]3[C:30](=[N:31][CH:32]=[C:33]([C:3]4[CH2:2][O:1][CH2:6][CH2:5][CH:4]=4)[CH:34]=3)[O:29][C:28]3[C:23]2=[CH:24][C:25]([NH:37][C:38](=[O:46])[C:39]2[CH:44]=[CH:43][C:42]([Cl:45])=[CH:41][N:40]=2)=[CH:26][CH:27]=3)[N:22]=1.